Task: Regression. Given two drug SMILES strings and cell line genomic features, predict the synergy score measuring deviation from expected non-interaction effect.. Dataset: NCI-60 drug combinations with 297,098 pairs across 59 cell lines Drug 1: CS(=O)(=O)CCNCC1=CC=C(O1)C2=CC3=C(C=C2)N=CN=C3NC4=CC(=C(C=C4)OCC5=CC(=CC=C5)F)Cl. Drug 2: CC(C)CN1C=NC2=C1C3=CC=CC=C3N=C2N. Cell line: SF-295. Synergy scores: CSS=3.21, Synergy_ZIP=2.51, Synergy_Bliss=5.84, Synergy_Loewe=3.01, Synergy_HSA=3.17.